This data is from Forward reaction prediction with 1.9M reactions from USPTO patents (1976-2016). The task is: Predict the product of the given reaction. (1) Given the reactants Cl.[F:2][C:3]1[CH:4]=[C:5]([N:16]2[C:20]([CH3:22])([CH3:21])[C:19](=[O:23])[N:18]([C:24]3[CH:31]=[CH:30][C:27]([C:28]#[N:29])=[C:26]([C:32]([F:35])([F:34])[F:33])[CH:25]=3)[C:17]2=[S:36])[CH:6]=[CH:7][C:8]=1[O:9][CH:10]1[CH:14]([OH:15])[CH2:13][NH:12][CH2:11]1.C(N(CC)CC)C.[C:44](Cl)(=[O:46])[CH3:45], predict the reaction product. The product is: [C:44]([N:12]1[CH2:13][CH:14]([OH:15])[CH:10]([O:9][C:8]2[CH:7]=[CH:6][C:5]([N:16]3[C:20]([CH3:21])([CH3:22])[C:19](=[O:23])[N:18]([C:24]4[CH:31]=[CH:30][C:27]([C:28]#[N:29])=[C:26]([C:32]([F:35])([F:33])[F:34])[CH:25]=4)[C:17]3=[S:36])=[CH:4][C:3]=2[F:2])[CH2:11]1)(=[O:46])[CH3:45]. (2) Given the reactants [Cl:1][C:2]1[C:3](F)=[N:4][C:5]([F:21])=[C:6]([Cl:20])[C:7]=1[O:8][C:9]1[CH:14]=[CH:13][C:12]([O:15][CH3:16])=[C:11]([CH:17]([CH3:19])[CH3:18])[CH:10]=1.Cl.[CH3:24][O:25][C:26](=[O:29])[CH2:27][NH2:28].C(=O)([O-])[O-].[K+].[K+], predict the reaction product. The product is: [Cl:20][C:6]1[C:5]([F:21])=[N:4][C:3]([NH:28][CH2:27][C:26]([O:25][CH3:24])=[O:29])=[C:2]([Cl:1])[C:7]=1[O:8][C:9]1[CH:14]=[CH:13][C:12]([O:15][CH3:16])=[C:11]([CH:17]([CH3:19])[CH3:18])[CH:10]=1. (3) Given the reactants ClC1N=[CH:4][C:5]2[N:6]([C:8]([C:11]3[CH:18]=[CH:17][C:14]([C:15]#[N:16])=[CH:13][CH:12]=3)=[CH:9][N:10]=2)C=1.[C:19]([O-])([O-])=O.[K+].[K+].[CH:25]([O:28][C:29]1[CH:34]=[C:33](B2OC(C)(C)C(C)(C)O2)[CH:32]=[CH:31][C:30]=1[C:44]([N:46]1[CH2:51][CH2:50][N:49]([CH3:52])[CH2:48][CH2:47]1)=[O:45])([CH3:27])[CH3:26].C[N:54]([CH:56]=O)C, predict the reaction product. The product is: [CH:25]([O:28][C:29]1[CH:34]=[C:33]([C:56]2[CH:19]=[CH:4][C:5]3[N:6]([C:8]([C:11]4[CH:12]=[CH:13][C:14]([C:15]#[N:16])=[CH:17][CH:18]=4)=[CH:9][N:10]=3)[N:54]=2)[CH:32]=[CH:31][C:30]=1[C:44]([N:46]1[CH2:47][CH2:48][N:49]([CH3:52])[CH2:50][CH2:51]1)=[O:45])([CH3:26])[CH3:27]. (4) Given the reactants N12CCCN=C1CCCCC2.[N+:12]([CH2:14][C:15]([O:17][CH2:18][CH3:19])=[O:16])#[C-:13].[N+]([C:23](=[CH:25][C:26]1[CH:31]=[CH:30][CH:29]=[CH:28][CH:27]=1)[CH3:24])([O-])=O, predict the reaction product. The product is: [CH3:24][C:23]1[C:25]([C:26]2[CH:31]=[CH:30][CH:29]=[CH:28][CH:27]=2)=[C:14]([C:15]([O:17][CH2:18][CH3:19])=[O:16])[NH:12][CH:13]=1.